Dataset: Full USPTO retrosynthesis dataset with 1.9M reactions from patents (1976-2016). Task: Predict the reactants needed to synthesize the given product. (1) Given the product [Cl:16][C:17]1[CH:18]=[C:19]([CH:22]=[CH:23][C:24]=1[Cl:25])[CH2:20][N:2]1[CH2:7][CH2:6][C:5](=[O:8])[CH2:4][CH2:3]1, predict the reactants needed to synthesize it. The reactants are: Cl.[NH:2]1[CH2:7][CH2:6][C:5](=[O:8])[CH2:4][CH2:3]1.C(N(CC)CC)C.[Cl:16][C:17]1[CH:18]=[C:19]([CH:22]=[CH:23][C:24]=1[Cl:25])[CH2:20]Br. (2) Given the product [Cl:1][C:2]1[S:6][C:5]([O:7][CH2:8][C:9]([N:11]2[CH2:16][CH2:15][N:14]([CH2:17][CH:18]3[CH2:27][CH2:26][C:21](=[O:22])[CH2:20][CH2:19]3)[C:13](=[O:28])[C@@H:12]2[CH2:29][O:30][CH3:31])=[O:10])=[CH:4][CH:3]=1, predict the reactants needed to synthesize it. The reactants are: [Cl:1][C:2]1[S:6][C:5]([O:7][CH2:8][C:9]([N:11]2[CH2:16][CH2:15][N:14]([CH2:17][CH:18]3[CH2:27][CH2:26][C:21]4(OCC[O:22]4)[CH2:20][CH2:19]3)[C:13](=[O:28])[C@@H:12]2[CH2:29][O:30][CH3:31])=[O:10])=[CH:4][CH:3]=1. (3) Given the product [C:67]([O:71][C:72](=[O:73])[N:74]([C@@H:75]([CH3:76])[C:77]([NH:10][C@@H:11]([CH:39]1[CH2:44][CH2:43][C:42]([F:46])([F:45])[CH2:41][CH2:40]1)[C:12]([N:14]1[C@H:19]([C:20](=[O:32])[NH:21][C@H:22]2[C:31]3[C:26](=[CH:27][CH:28]=[CH:29][CH:30]=3)[O:25][CH2:24][CH2:23]2)[CH2:18][N:17]2[CH2:33][C@H:34]([O:36][CH2:37][CH3:38])[CH2:35][C@H:16]2[CH2:15]1)=[O:13])=[O:79])[CH3:80])([CH3:68])([CH3:69])[CH3:70], predict the reactants needed to synthesize it. The reactants are: C(OC(=O)[NH:10][C@@H:11]([CH:39]1[CH2:44][CH2:43][C:42]([F:46])([F:45])[CH2:41][CH2:40]1)[C:12]([N:14]1[C@H:19]([C:20](=[O:32])[NH:21][C@H:22]2[C:31]3[C:26](=[CH:27][CH:28]=[CH:29][CH:30]=3)[O:25][CH2:24][CH2:23]2)[CH2:18][N:17]2[CH2:33][C@H:34]([O:36][CH2:37][CH3:38])[CH2:35][C@H:16]2[CH2:15]1)=[O:13])C1C=CC=CC=1.ON1C2C=CC=CC=2N=N1.C(N(CC)C(C)C)(C)C.[C:67]([O:71][C:72]([N:74]([CH3:80])[C@H:75]([C:77]([OH:79])=O)[CH3:76])=[O:73])([CH3:70])([CH3:69])[CH3:68].Cl.C(N=C=NCCCN(C)C)C. (4) The reactants are: [OH:1][C:2]1[CH:11]=[C:10]2[C:5]([CH:6]=[C:7]([S:16](Cl)(=[O:18])=[O:17])[CH:8]=[C:9]2[S:12](Cl)(=[O:14])=[O:13])=[CH:4][CH:3]=1.[Cl:20][C:21]1[CH:22]=[C:23]([CH:25]=[CH:26][C:27]=1[Cl:28])[NH2:24]. Given the product [Cl:20][C:21]1[CH:22]=[C:23]([NH:24][S:12]([C:9]2[C:10]3[C:5](=[CH:4][CH:3]=[C:2]([OH:1])[CH:11]=3)[CH:6]=[C:7]([S:16]([NH:24][C:23]3[CH:25]=[CH:26][C:27]([Cl:28])=[C:21]([Cl:20])[CH:22]=3)(=[O:18])=[O:17])[CH:8]=2)(=[O:14])=[O:13])[CH:25]=[CH:26][C:27]=1[Cl:28], predict the reactants needed to synthesize it. (5) Given the product [NH2:1][C:2]1[C:7]([Br:8])=[N:6][CH:5]=[C:4]([NH:9][C:10](=[O:12])[CH3:11])[N:3]=1, predict the reactants needed to synthesize it. The reactants are: [NH2:1][C:2]1[C:7]([Br:8])=[N:6][CH:5]=[C:4]([NH2:9])[N:3]=1.[C:10](OC(=O)C)(=[O:12])[CH3:11]. (6) Given the product [C:10]([C:9]1[CH:12]=[CH:13][C:14]([O:15][CH3:16])=[C:7]([C:6]2[N:5]([CH2:17][CH2:18][O:19][CH2:20][Si:21]([CH3:23])([CH3:22])[CH3:24])[N:4]=[CH:3][C:2]=2[NH:1][C:34]([C:27]2[CH:26]=[N:25][N:29]3[CH:30]=[CH:31][CH:32]=[N:33][C:28]=23)=[O:35])[CH:8]=1)#[N:11], predict the reactants needed to synthesize it. The reactants are: [NH2:1][C:2]1[CH:3]=[N:4][N:5]([CH2:17][CH2:18][O:19][CH2:20][Si:21]([CH3:24])([CH3:23])[CH3:22])[C:6]=1[C:7]1[CH:8]=[C:9]([CH:12]=[CH:13][C:14]=1[O:15][CH3:16])[C:10]#[N:11].[N:25]1[N:29]2[CH:30]=[CH:31][CH:32]=[N:33][C:28]2=[C:27]([C:34](Cl)=[O:35])[CH:26]=1. (7) Given the product [CH3:22][S:21][C:18]1[N:19]=[CH:4][C:5]2[C:10](=[O:11])[CH2:9][CH2:8][CH2:7][C:6]=2[N:20]=1, predict the reactants needed to synthesize it. The reactants are: CN([CH:4]=[C:5]1[C:10](=[O:11])[CH2:9][CH2:8][CH2:7][C:6]1=O)C.C([O-])(=O)C.[Na+].[C:18]([S:21][CH3:22])(=[NH:20])[NH2:19].